Task: Predict the reaction yield, written as a fraction of the theoretical maximum amount of product (1.0 means a 100% yield; for example, 0.34 means a 34% yield).. Dataset: Reaction yield outcomes from USPTO patents with 853,638 reactions The reactants are [Br:1][C:2]1[CH:3]=[C:4]([C:14]2[O:15][C:16](=[O:26])[C:17]3[CH:23]=[C:22]([Cl:24])[CH:21]=[C:20]([CH3:25])[C:18]=3[N:19]=2)[N:5]([C:7]2[C:12]([Cl:13])=[CH:11][CH:10]=[CH:9][N:8]=2)[N:6]=1.[NH2:27][O:28][CH2:29][C:30]([NH:32][CH3:33])=[O:31]. The yield is 0.700. The catalyst is O1CCCC1. The product is [Cl:24][C:22]1[CH:23]=[C:17]([C:16](=[O:26])[NH:27][O:28][CH2:29][C:30](=[O:31])[NH:32][CH3:33])[C:18]([NH:19][C:14]([C:4]2[N:5]([C:7]3[C:12]([Cl:13])=[CH:11][CH:10]=[CH:9][N:8]=3)[N:6]=[C:2]([Br:1])[CH:3]=2)=[O:15])=[C:20]([CH3:25])[CH:21]=1.